Predict the reactants needed to synthesize the given product. From a dataset of Full USPTO retrosynthesis dataset with 1.9M reactions from patents (1976-2016). (1) The reactants are: [NH2:1][C:2]1[C:7](=[O:8])[CH:6]=[CH:5][N:4]([C:9]2[CH:14]=[CH:13][CH:12]=[C:11]([C:15]([F:18])([F:17])[F:16])[CH:10]=2)[N:3]=1.[CH:19]([CH:21]=O)=O.[CH:23](=O)[C:24]1[CH:29]=[CH:28][CH:27]=[CH:26][CH:25]=1.[NH4+:31].[Cl-].OP(O)(O)=O. Given the product [C:24]1([C:23]2[N:1]([C:2]3[C:7](=[O:8])[CH:6]=[CH:5][N:4]([C:9]4[CH:14]=[CH:13][CH:12]=[C:11]([C:15]([F:16])([F:18])[F:17])[CH:10]=4)[N:3]=3)[CH:19]=[CH:21][N:31]=2)[CH:29]=[CH:28][CH:27]=[CH:26][CH:25]=1, predict the reactants needed to synthesize it. (2) Given the product [Br:1][C:2]1[CH:7]=[CH:6][C:5]([NH:8][C:21]2[CH:26]=[C:25]([Cl:27])[N:24]=[N:23][C:22]=2[C:28]([OH:30])=[O:29])=[C:4]([F:9])[CH:3]=1, predict the reactants needed to synthesize it. The reactants are: [Br:1][C:2]1[CH:7]=[CH:6][C:5]([NH2:8])=[C:4]([F:9])[CH:3]=1.[Li+].C[Si]([N-][Si](C)(C)C)(C)C.Cl[C:21]1[CH:26]=[C:25]([Cl:27])[N:24]=[N:23][C:22]=1[C:28]([OH:30])=[O:29]. (3) Given the product [O:9]=[C:8]([N:10]1[CH2:15][CH2:14][N:13]([CH2:16][C:17](=[O:23])[N:18]2[CH2:19][CH2:20][CH2:21][CH2:22]2)[CH2:12][CH2:11]1)[CH2:7][C:5]1[N:6]=[C:2]([NH:1][C:33]([C:31]2[CH:30]=[CH:29][C:28]3[O:24][CH2:25][CH2:26][C:27]=3[CH:32]=2)=[O:34])[S:3][CH:4]=1, predict the reactants needed to synthesize it. The reactants are: [NH2:1][C:2]1[S:3][CH:4]=[C:5]([CH2:7][C:8]([N:10]2[CH2:15][CH2:14][N:13]([CH2:16][C:17](=[O:23])[N:18]3[CH2:22][CH2:21][CH2:20][CH2:19]3)[CH2:12][CH2:11]2)=[O:9])[N:6]=1.[O:24]1[C:28]2[CH:29]=[CH:30][C:31]([C:33](O)=[O:34])=[CH:32][C:27]=2[CH2:26][CH2:25]1. (4) The reactants are: [C:1]([C:4]1[CH:9]=[CH:8][CH:7]=[CH:6][CH:5]=1)(=[O:3])[CH3:2].[OH-].[K+].O. Given the product [C:4]1([CH:1]=[CH:2][C:1]([C:4]2[CH:9]=[CH:8][CH:7]=[CH:6][CH:5]=2)=[O:3])[CH:9]=[CH:8][CH:7]=[CH:6][CH:5]=1, predict the reactants needed to synthesize it. (5) Given the product [ClH:1].[Cl:1][C:2]1[CH:44]=[CH:43][C:5]([CH2:6][C@@H:7]([NH:29][CH:30]2[CH2:31][CH2:32][NH:33][CH2:34][CH2:35]2)[C:8]([N:10]2[CH2:15][CH2:14][CH:13]([N:16]([CH:23]3[CH2:28][CH2:27][CH2:26][CH2:25][CH2:24]3)[CH2:17][CH2:18][N:19]([O:21][CH3:22])[CH3:20])[CH2:12][CH2:11]2)=[O:9])=[CH:4][CH:3]=1, predict the reactants needed to synthesize it. The reactants are: [Cl:1][C:2]1[CH:44]=[CH:43][C:5]([CH2:6][C@@H:7]([NH:29][CH:30]2[CH2:35][CH2:34][N:33](C(OC(C)(C)C)=O)[CH2:32][CH2:31]2)[C:8]([N:10]2[CH2:15][CH2:14][CH:13]([N:16]([CH:23]3[CH2:28][CH2:27][CH2:26][CH2:25][CH2:24]3)[CH2:17][CH2:18][N:19]([O:21][CH3:22])[CH3:20])[CH2:12][CH2:11]2)=[O:9])=[CH:4][CH:3]=1.Cl.ClCCl. (6) The reactants are: [CH:1](=[N:8][N:9]([C:11]1[CH:20]=[CH:19][C:14]([C:15](OC)=[O:16])=[CH:13][CH:12]=1)[CH3:10])[C:2]1[CH:7]=[CH:6][CH:5]=[CH:4][CH:3]=1.[H-].[Al+3].[Li+].[H-].[H-].[H-].O.[OH-].[Na+]. Given the product [CH:1](=[N:8][N:9]([C:11]1[CH:12]=[CH:13][C:14]([CH2:15][OH:16])=[CH:19][CH:20]=1)[CH3:10])[C:2]1[CH:3]=[CH:4][CH:5]=[CH:6][CH:7]=1, predict the reactants needed to synthesize it. (7) Given the product [CH2:1]([N:4]1[CH2:5][CH:6]([CH2:16][OH:17])[C:7]([NH:15][C:42]([NH:41][C:33](=[O:40])[C:34]2[CH:39]=[CH:38][CH:37]=[CH:36][CH:35]=2)=[O:28])([C:9]2[S:10][CH:11]=[C:12]([Br:14])[CH:13]=2)[CH2:8]1)[CH:2]=[CH2:3], predict the reactants needed to synthesize it. The reactants are: [CH2:1]([N:4]1[CH2:8][C:7]([NH2:15])([C:9]2[S:10][CH:11]=[C:12]([Br:14])[CH:13]=2)[CH:6]([CH2:16][OH:17])[CH2:5]1)[CH:2]=[CH2:3].C[Si](N([Si](C)(C)C)C(=[O:28])C(F)(F)F)(C)C.[C:33]([N:41]=[C:42]=S)(=[O:40])[C:34]1[CH:39]=[CH:38][CH:37]=[CH:36][CH:35]=1. (8) The reactants are: [CH3:1][O:2][C:3]1[CH:18]=[CH:17][C:6]2[CH2:7][C@@:8]3([CH3:16])[C@H:13]([C:14](=O)[C:5]=2[CH:4]=1)[CH2:12][O:11][CH2:10][CH2:9]3.O1CCC[CH2:20]1.C1(C)C=CC=CC=1. Given the product [CH3:1][O:2][C:3]1[CH:18]=[CH:17][C:6]2[CH2:7][C@@:8]3([CH3:16])[C@H:13]([C:14](=[CH2:20])[C:5]=2[CH:4]=1)[CH2:12][O:11][CH2:10][CH2:9]3, predict the reactants needed to synthesize it. (9) Given the product [CH2:11]([O:18][C@@H:19]1[C@@H:25]([O:26][CH2:27][C:28]2[CH:29]=[CH:30][CH:31]=[CH:32][CH:33]=2)[C@H:24]([O:34][CH2:35][C:36]2[CH:41]=[CH:40][CH:39]=[CH:38][CH:37]=2)[C@@H:23]([CH2:42][O:43][CH2:44][C:45]2[CH:46]=[CH:47][CH:48]=[CH:49][CH:50]=2)[O:22][C@H:20]1[C:51]1[CH:56]=[CH:55][CH:54]=[C:53]([CH2:57][C:58]2[C:67]3[C:61]([CH:62]=[CH:63][CH:64]=[CH:65][CH:66]=3)=[C:60]([CH3:68])[CH:59]=2)[CH:52]=1)[C:12]1[CH:17]=[CH:16][CH:15]=[CH:14][CH:13]=1, predict the reactants needed to synthesize it. The reactants are: C([SiH](C(C)C)C(C)C)(C)C.[CH2:11]([O:18][C@@H:19]1[C@@H:25]([O:26][CH2:27][C:28]2[CH:33]=[CH:32][CH:31]=[CH:30][CH:29]=2)[C@H:24]([O:34][CH2:35][C:36]2[CH:41]=[CH:40][CH:39]=[CH:38][CH:37]=2)[C@@H:23]([CH2:42][O:43][CH2:44][C:45]2[CH:50]=[CH:49][CH:48]=[CH:47][CH:46]=2)[O:22][C:20]1([C:51]1[CH:56]=[CH:55][CH:54]=[C:53]([CH2:57][C:58]2[C:67]3[C:61]([CH:62]=[CH:63][CH:64]=[CH:65][CH:66]=3)=[C:60]([CH3:68])[CH:59]=2)[CH:52]=1)O)[C:12]1[CH:17]=[CH:16][CH:15]=[CH:14][CH:13]=1.C(=O)([O-])[O-].[K+].[K+].